The task is: Predict which catalyst facilitates the given reaction.. This data is from Catalyst prediction with 721,799 reactions and 888 catalyst types from USPTO. (1) Reactant: [NH2:1][C@@H:2]([C:6]1[CH:11]=[CH:10][C:9]([O:12][CH3:13])=[C:8]([O:14][CH2:15][CH3:16])[CH:7]=1)[CH2:3][CH2:4][OH:5].C[O:18][C:19](=O)[C:20]1[C:25]([N+:26]([O-:28])=[O:27])=[CH:24][CH:23]=[CH:22][C:21]=1[CH2:29]Br.C(N(CC)CC)C. Product: [CH2:15]([O:14][C:8]1[CH:7]=[C:6]([C@H:2]([N:1]2[CH2:29][C:21]3[C:20](=[C:25]([N+:26]([O-:28])=[O:27])[CH:24]=[CH:23][CH:22]=3)[C:19]2=[O:18])[CH2:3][CH2:4][OH:5])[CH:11]=[CH:10][C:9]=1[O:12][CH3:13])[CH3:16]. The catalyst class is: 3. (2) Reactant: C([O:5][C:6]([CH2:8][N:9]([S:40]([C:43]1[CH:48]=[C:47]([Cl:49])[CH:46]=[C:45]([Cl:50])[CH:44]=1)(=[O:42])=[O:41])[C:10]1[CH:11]=[C:12]2[C:16](=[CH:17][CH:18]=1)[N:15]([C:19]1[CH:20]=[C:21]([CH:37]=[CH:38][CH:39]=1)[C:22]([N:24]1[CH2:29][CH2:28][N:27](C(OC(C)(C)C)=O)[CH2:26][CH2:25]1)=[O:23])[CH:14]=[CH:13]2)=[O:7])(C)(C)C.C(OCC)C. Product: [Cl:49][C:47]1[CH:48]=[C:43]([S:40]([N:9]([CH2:8][C:6]([OH:7])=[O:5])[C:10]2[CH:11]=[C:12]3[C:16](=[CH:17][CH:18]=2)[N:15]([C:19]2[CH:39]=[CH:38][CH:37]=[C:21]([C:22]([N:24]4[CH2:29][CH2:28][NH:27][CH2:26][CH2:25]4)=[O:23])[CH:20]=2)[CH:14]=[CH:13]3)(=[O:42])=[O:41])[CH:44]=[C:45]([Cl:50])[CH:46]=1. The catalyst class is: 89. (3) Reactant: [N:1]12[CH2:9][CH2:8][CH:5]([CH2:6][CH2:7]1)[N:4]([C:10]1[CH:11]=[CH:12][C:13]([N+:26]([O-])=O)=[C:14]([CH:25]=1)[C:15]([NH:17][CH2:18][C:19]([NH:21][CH:22]([CH3:24])[CH3:23])=[O:20])=[O:16])[CH2:3][CH2:2]2.[H][H]. Product: [NH2:26][C:13]1[CH:12]=[CH:11][C:10]([N:4]2[CH:5]3[CH2:8][CH2:9][N:1]([CH2:7][CH2:6]3)[CH2:2][CH2:3]2)=[CH:25][C:14]=1[C:15]([NH:17][CH2:18][C:19]([NH:21][CH:22]([CH3:24])[CH3:23])=[O:20])=[O:16]. The catalyst class is: 19. (4) Reactant: CC1C=CC(S([N:11]2[CH:15]=[C:14]([CH:16]=O)[CH:13]=[N:12]2)(=O)=[O:9])=CC=1.[NH2:18][C:19]1[CH:24]=[CH:23][CH:22]=[CH:21][C:20]=1[CH2:25][C:26]([OH:28])=O.C(O)(=O)C.C(O[BH-](OC(=O)C)OC(=O)C)(=O)C.[Na+]. Product: [OH2:9].[NH:11]1[CH:15]=[C:14]([CH2:16][N:18]2[C:19]3[C:20](=[CH:21][CH:22]=[CH:23][CH:24]=3)[CH2:25][C:26]2=[O:28])[CH:13]=[N:12]1. The catalyst class is: 731.